This data is from Catalyst prediction with 721,799 reactions and 888 catalyst types from USPTO. The task is: Predict which catalyst facilitates the given reaction. (1) The catalyst class is: 1. Product: [Br:1][C:2]1[CH:3]=[CH:4][C:5]([O:6][CH2:7][CH:8]2[CH2:9][CH2:10][N:11]([CH2:14][C:16]3([C:20]([F:23])([F:21])[F:22])[CH2:19][CH2:18][CH2:17]3)[CH2:12][CH2:13]2)=[CH:24][CH:25]=1. Reactant: [Br:1][C:2]1[CH:25]=[CH:24][C:5]([O:6][CH2:7][CH:8]2[CH2:13][CH2:12][N:11]([C:14]([C:16]3([C:20]([F:23])([F:22])[F:21])[CH2:19][CH2:18][CH2:17]3)=O)[CH2:10][CH2:9]2)=[CH:4][CH:3]=1.C([O-])(O)=O.[Na+]. (2) Reactant: [O:1]=[S:2]1(=[O:19])[CH2:7][CH2:6][N:5]([C:8]([N:10]2[CH2:15][CH2:14][CH2:13][CH2:12][C@H:11]2[C:16]([OH:18])=O)=[O:9])[CH2:4][CH2:3]1.[NH2:20][C:21]1[S:22][C:23]([CH2:32][CH3:33])=[C:24]([C:26]2[CH:31]=[CH:30][CH:29]=[CH:28][CH:27]=2)[N:25]=1.C(OC1C=CC2C(=CC=CC=2)N1C(OCC)=O)C. Product: [CH2:32]([C:23]1[S:22][C:21]([NH:20][C:16]([C@@H:11]2[CH2:12][CH2:13][CH2:14][CH2:15][N:10]2[C:8]([N:5]2[CH2:4][CH2:3][S:2](=[O:1])(=[O:19])[CH2:7][CH2:6]2)=[O:9])=[O:18])=[N:25][C:24]=1[C:26]1[CH:31]=[CH:30][CH:29]=[CH:28][CH:27]=1)[CH3:33]. The catalyst class is: 4. (3) Reactant: CN(C)C=O.Cl[C:7]1[CH:12]=[C:11]([O:13][CH2:14][C:15]#[C:16][CH3:17])[N:10]=[CH:9][N:8]=1.C(=O)([O-])[O-].[NH:22]1[CH2:26][CH2:25][CH2:24][CH2:23]1. Product: [CH2:14]([O:13][C:11]1[CH:12]=[C:7]([N:22]2[CH2:26][CH2:25][CH2:24][CH2:23]2)[N:8]=[CH:9][N:10]=1)[C:15]#[C:16][CH3:17]. The catalyst class is: 13. (4) Reactant: [CH3:1][O:2][C:3]1[N:12]=[C:11]2[C:6]([CH:7]=[C:8]([C:14]([NH:16][C:17]3[CH:18]=[C:19]([CH:40]=[CH:41][C:42]=3[CH3:43])[C:20]([NH:22][CH:23]([C:34]3[CH:39]=[CH:38][CH:37]=[CH:36][CH:35]=3)[CH2:24][CH2:25][NH:26]C(=O)OC(C)(C)C)=[O:21])=[O:15])[C:9](=[O:13])[NH:10]2)=[CH:5][CH:4]=1.FC(F)(F)C(O)=O. Product: [NH2:26][CH2:25][CH2:24][CH:23]([NH:22][C:20]([C:19]1[CH:40]=[CH:41][C:42]([CH3:43])=[C:17]([NH:16][C:14]([C:8]2[C:9](=[O:13])[NH:10][C:11]3[C:6]([CH:7]=2)=[CH:5][CH:4]=[C:3]([O:2][CH3:1])[N:12]=3)=[O:15])[CH:18]=1)=[O:21])[C:34]1[CH:39]=[CH:38][CH:37]=[CH:36][CH:35]=1. The catalyst class is: 4. (5) Reactant: [CH3:1][C@H:2]1[CH2:7][N:6]2[N:8]=[CH:9][C:10]([N:11]3[CH2:16][C:15]([CH3:25])([C:17]([N:19]4[CH2:24][CH2:23][O:22][CH2:21][CH2:20]4)=[O:18])[CH2:14][O:13][C:12]3=[O:26])=[C:5]2[CH2:4][N:3]1[C:27]([O:29]C(C)(C)C)=O.C(O)(C(F)(F)F)=O.CCN(C(C)C)C(C)C.[F:50][C:51]1[CH:52]=[C:53]([NH:59]C(=O)OC2C=CC=CC=2)[CH:54]=[C:55]([F:58])[C:56]=1[F:57]. Product: [CH3:1][C@H:2]1[CH2:7][N:6]2[N:8]=[CH:9][C:10]([N:11]3[CH2:16][C:15]([CH3:25])([C:17]([N:19]4[CH2:24][CH2:23][O:22][CH2:21][CH2:20]4)=[O:18])[CH2:14][O:13][C:12]3=[O:26])=[C:5]2[CH2:4][N:3]1[C:27]([NH:59][C:53]1[CH:52]=[C:51]([F:50])[C:56]([F:57])=[C:55]([F:58])[CH:54]=1)=[O:29]. The catalyst class is: 2. (6) The catalyst class is: 3. Reactant: [Br:1][C:2]1[N:10]=[CH:9][CH:8]=[CH:7][C:3]=1[C:4]([OH:6])=O.CCN=C=NCCCN(C)C.C1C=C2N=NN(O)C2=CC=1.O.[C:33]([NH2:42])([C:36]1[CH:41]=[CH:40][CH:39]=[CH:38][CH:37]=1)([CH3:35])[CH3:34]. Product: [Br:1][C:2]1[N:10]=[CH:9][CH:8]=[CH:7][C:3]=1[C:4]([NH:42][C:33]([CH3:35])([C:36]1[CH:41]=[CH:40][CH:39]=[CH:38][CH:37]=1)[CH3:34])=[O:6]. (7) Product: [CH3:16][O:1][CH2:2][C:3]1[N:4]([S:8]([N:11]([CH3:13])[CH3:12])(=[O:9])=[O:10])[CH:5]=[CH:6][N:7]=1. Reactant: [OH:1][CH2:2][C:3]1[N:4]([S:8]([N:11]([CH3:13])[CH3:12])(=[O:10])=[O:9])[CH:5]=[CH:6][N:7]=1.[H-].[Na+].[CH3:16]I.[NH4+].[Cl-]. The catalyst class is: 1. (8) Reactant: [NH2:1][C@@H:2]([CH2:6][C:7]1[CH:12]=[CH:11][N:10]=[CH:9][CH:8]=1)[C:3]([OH:5])=[O:4].Cl. Product: [NH2:1][C@@H:2]([CH2:6][CH:7]1[CH2:8][CH2:9][NH:10][CH2:11][CH2:12]1)[C:3]([OH:5])=[O:4]. The catalyst class is: 856.